From a dataset of Reaction yield outcomes from USPTO patents with 853,638 reactions. Predict the reaction yield, written as a fraction of the theoretical maximum amount of product (1.0 means a 100% yield; for example, 0.34 means a 34% yield). (1) The reactants are [OH:1][C@@H:2]([C:4]1[N:15]([C@@H:16]2[CH2:21][O:20][C@@H:19]([CH2:22][C:23]#[N:24])[CH2:18][CH2:17]2)[C:7]2=[C:8]3[S:14][CH:13]=[CH:12][C:9]3=[N:10][CH:11]=[C:6]2[N:5]=1)[CH3:3]. The catalyst is C(O)(C)C. The product is [OH2:1].[OH:1][C@@H:2]([C:4]1[N:15]([C@@H:16]2[CH2:21][O:20][C@@H:19]([CH2:22][C:23]#[N:24])[CH2:18][CH2:17]2)[C:7]2=[C:8]3[S:14][CH:13]=[CH:12][C:9]3=[N:10][CH:11]=[C:6]2[N:5]=1)[CH3:3]. The yield is 0.940. (2) The reactants are [Cl:1][C:2]1[CH:7]=[CH:6][CH:5]=[CH:4][C:3]=1[C:8]1[C:9]2[CH:19]=[CH:18][C:17](=[O:20])[N:16]([CH:21]([CH2:24][CH3:25])[CH2:22][CH3:23])[C:10]=2[N:11]=[C:12](SC)[N:13]=1.[CH2:26]([N:28]([CH2:32][CH3:33])[CH2:29][CH2:30][NH2:31])[CH3:27]. No catalyst specified. The product is [Cl:1][C:2]1[CH:7]=[CH:6][CH:5]=[CH:4][C:3]=1[C:8]1[C:9]2[CH:19]=[CH:18][C:17](=[O:20])[N:16]([CH:21]([CH2:24][CH3:25])[CH2:22][CH3:23])[C:10]=2[N:11]=[C:12]([NH:31][CH2:30][CH2:29][N:28]([CH2:32][CH3:33])[CH2:26][CH3:27])[N:13]=1. The yield is 0.800. (3) The catalyst is C(O)(C(F)(F)F)=O. The product is [CH:34]([N:33]1[C:29]([C:23]2[N:24]=[C:25]3[C:26]4[CH:27]=[CH:28][C:15]([C:10]5[CH:11]=[CH:12][CH:13]=[CH:14][C:9]=5[S:6]([NH2:5])(=[O:7])=[O:8])=[CH:16][C:17]=4[O:18][CH2:19][CH2:20][N:21]3[CH:22]=2)=[N:30][CH:31]=[N:32]1)([CH3:36])[CH3:35]. The yield is 0.330. The reactants are C([NH:5][S:6]([C:9]1[CH:14]=[CH:13][CH:12]=[CH:11][C:10]=1[C:15]1[CH:16]=[C:17]2[C:26](=[CH:27][CH:28]=1)[C:25]1[N:21]([CH:22]=[C:23]([C:29]3[N:33]([CH:34]([CH3:36])[CH3:35])[N:32]=[CH:31][N:30]=3)[N:24]=1)[CH2:20][CH2:19][O:18]2)(=[O:8])=[O:7])(C)(C)C. (4) The reactants are [C:1](Cl)(=[O:5])[CH2:2][CH2:3][CH3:4].[Cl-].[Cl-].[Cl-].[Al+3].[C:11]1([C:21]2[N:25]3[CH:26]=[CH:27][CH:28]=[CH:29][C:24]3=[CH:23][N:22]=2)[C:20]2[C:15](=[CH:16][CH:17]=[CH:18][CH:19]=2)[CH:14]=[CH:13][CH:12]=1. The catalyst is ClCCl. The product is [C:11]1([C:21]2[N:25]3[CH:26]=[CH:27][CH:28]=[CH:29][C:24]3=[C:23]([C:1](=[O:5])[CH2:2][CH2:3][CH3:4])[N:22]=2)[C:20]2[C:15](=[CH:16][CH:17]=[CH:18][CH:19]=2)[CH:14]=[CH:13][CH:12]=1. The yield is 0.0800.